From a dataset of Blood-brain barrier permeability classification from the B3DB database. Regression/Classification. Given a drug SMILES string, predict its absorption, distribution, metabolism, or excretion properties. Task type varies by dataset: regression for continuous measurements (e.g., permeability, clearance, half-life) or binary classification for categorical outcomes (e.g., BBB penetration, CYP inhibition). Dataset: b3db_classification. (1) The compound is C[C@@H]1O[C@@H](O[C@H]2C[C@](O)(C(=O)CO)Cc3c(O)c4c(c(O)c32)C(=O)c2ccccc2C4=O)C[C@H](N)[C@@H]1O. The result is 0 (does not penetrate BBB). (2) The drug is CCc1c(C)nn(CC(=O)NC[C@H]2CCCN(c3ccccn3)C2)c1C. The result is 1 (penetrates BBB). (3) The compound is CS(=O)(=O)c1ccc2c(c1)N(CCCN1CCC(C(N)=O)CC1)c1ccccc1S2. The result is 1 (penetrates BBB). (4) The compound is CCCN1CCC[C@@H]2Cc3nc(N)ncc3C[C@H]21. The result is 1 (penetrates BBB). (5) The drug is CCN(CC)CCNC(=O)c1ccc(NC(C)=O)cc1. The result is 0 (does not penetrate BBB).